Dataset: Forward reaction prediction with 1.9M reactions from USPTO patents (1976-2016). Task: Predict the product of the given reaction. (1) The product is: [NH2:1][C:2]1[CH:7]=[CH:6][CH:5]=[CH:4][C:3]=1[NH:8][C:9](=[O:28])[C:10]1[CH:15]=[CH:14][C:13]([CH2:16][N:17]2[CH2:25][C:24]3[C:19](=[CH:20][CH:21]=[C:22]([C:30]4[CH:31]=[N:32][CH:33]=[N:34][CH:35]=4)[CH:23]=3)[C:18]2=[O:27])=[CH:12][CH:11]=1. Given the reactants [NH2:1][C:2]1[CH:7]=[CH:6][CH:5]=[CH:4][C:3]=1[NH:8][C:9](=[O:28])[C:10]1[CH:15]=[CH:14][C:13]([CH2:16][N:17]2[CH2:25][C:24]3[C:19](=[CH:20][CH:21]=[C:22](Br)[CH:23]=3)[C:18]2=[O:27])=[CH:12][CH:11]=1.B(O)(O)[C:30]1[CH:35]=[N:34][CH:33]=[N:32][CH:31]=1, predict the reaction product. (2) Given the reactants [Br:1][C:2]1[C:10]2[C:5](=[CH:6][CH:7]=[C:8]([F:11])[CH:9]=2)[NH:4][C:3]=1[C:12]([O:14][CH2:15][CH3:16])=[O:13].Br[CH2:18][CH2:19][CH2:20][O:21][C:22]1[C:31]2[C:26](=[CH:27][CH:28]=[CH:29][CH:30]=2)[CH:25]=[CH:24][CH:23]=1.C(=O)([O-])[O-].[Cs+].[Cs+], predict the reaction product. The product is: [Br:1][C:2]1[C:10]2[C:5](=[CH:6][CH:7]=[C:8]([F:11])[CH:9]=2)[N:4]([CH2:18][CH2:19][CH2:20][O:21][C:22]2[C:31]3[C:26](=[CH:27][CH:28]=[CH:29][CH:30]=3)[CH:25]=[CH:24][CH:23]=2)[C:3]=1[C:12]([O:14][CH2:15][CH3:16])=[O:13]. (3) Given the reactants [CH3:1][C:2]1[CH:7]=[C:6]([CH3:8])[N:5]=[C:4]([N:9]2[C@@H:16]3[C@@H:11]([CH2:12][CH2:13][NH:14][CH2:15]3)[CH2:10]2)[N:3]=1.[CH3:17][C:18]1[CH:19]=[CH:20][C:21]([C:27]2[N:32]=[CH:31][CH:30]=[CH:29][N:28]=2)=[C:22]([CH:26]=1)[C:23](O)=[O:24].C1C=NC2N(O)N=NC=2C=1.Cl.CN(C)CCCN=C=NCC, predict the reaction product. The product is: [CH3:8][C:6]1[CH:7]=[C:2]([CH3:1])[N:3]=[C:4]([N:9]2[C@@H:16]3[C@@H:11]([CH2:12][CH2:13][N:14]([C:23]([C:22]4[CH:26]=[C:18]([CH3:17])[CH:19]=[CH:20][C:21]=4[C:27]4[N:28]=[CH:29][CH:30]=[CH:31][N:32]=4)=[O:24])[CH2:15]3)[CH2:10]2)[N:5]=1. (4) Given the reactants C1N=CN(C(N2C=NC=C2)=O)C=1.[CH2:13]([O:15][P:16]([CH2:21][C:22]([OH:24])=O)([O:18][CH2:19][CH3:20])=[O:17])[CH3:14].[Br:25][C:26]1[CH:27]=[C:28]([NH:33][C:34]2[C:35]3[CH:43]=[C:42]([NH2:44])[N:41]=[CH:40][C:36]=3[N:37]=[CH:38][N:39]=2)[CH:29]=[CH:30][C:31]=1[Cl:32].CC(N(C)C)=O, predict the reaction product. The product is: [Br:25][C:26]1[CH:27]=[C:28]([NH:33][C:34]2[C:35]3[CH:43]=[C:42]([NH:44][C:22](=[O:24])[CH2:21][P:16](=[O:17])([O:15][CH2:13][CH3:14])[O:18][CH2:19][CH3:20])[N:41]=[CH:40][C:36]=3[N:37]=[CH:38][N:39]=2)[CH:29]=[CH:30][C:31]=1[Cl:32]. (5) Given the reactants [N:1]([CH:4]1[CH2:9][CH2:8][N:7](C(OC(C)(C)C)=O)[CH2:6][CH:5]1[OH:17])=[N+:2]=[N-:3].[C:18]([OH:24])([C:20]([F:23])([F:22])[F:21])=[O:19], predict the reaction product. The product is: [C:18]([OH:24])([C:20]([F:23])([F:22])[F:21])=[O:19].[N:1]([CH:4]1[CH2:9][CH2:8][NH:7][CH2:6][CH:5]1[OH:17])=[N+:2]=[N-:3]. (6) The product is: [C:1]([O:4][C@@H:5]1[C@H:9]([O:10][C:11](=[O:13])[CH3:12])[C@@H:8]([C:14]#[CH:15])[O:7][C@H:6]1[N:16]1[CH:24]=[N:23][C:22]2[C:17]1=[N:18][CH:19]=[N:20][C:21]=2[NH:34][CH2:33][CH2:32][C:26]1[CH:31]=[CH:30][CH:29]=[CH:28][CH:27]=1)(=[O:3])[CH3:2]. Given the reactants [C:1]([O:4][C@@H:5]1[C@H:9]([O:10][C:11](=[O:13])[CH3:12])[C@@H:8]([C:14]#[CH:15])[O:7][C@H:6]1[N:16]1[CH:24]=[N:23][C:22]2[C:17]1=[N:18][CH:19]=[N:20][C:21]=2Cl)(=[O:3])[CH3:2].[C:26]1([CH2:32][CH2:33][NH2:34])[CH:31]=[CH:30][CH:29]=[CH:28][CH:27]=1, predict the reaction product. (7) Given the reactants [Cl:1][C:2]1[CH:3]=[C:4]([O:13][CH2:14][C:15]([O:17][CH2:18][CH3:19])=[O:16])[C:5]([C:8](OCC)=[O:9])=[N:6][CH:7]=1.[O-]CC.[Na+].C(OCC)(=O)C.C(O)(=O)C, predict the reaction product. The product is: [Cl:1][C:2]1[CH:3]=[C:4]2[O:13][C:14]([C:15]([O:17][CH2:18][CH3:19])=[O:16])=[C:8]([OH:9])[C:5]2=[N:6][CH:7]=1.